From a dataset of Forward reaction prediction with 1.9M reactions from USPTO patents (1976-2016). Predict the product of the given reaction. Given the reactants [CH2:1]([C:3]1[CH:49]=[CH:48][C:6]([CH2:7][C:8]2[CH:9]=[C:10]([C:24]3([O:42][C@H:41]([CH2:43][O:44][C:45](=[O:47])[CH3:46])[C@@H:36]([O:37][C:38](=[O:40])[CH3:39])[C@H:31]([O:32][C:33](=[O:35])[CH3:34])[C@H:26]3[O:27][C:28](=[O:30])[CH3:29])O)[CH:11]=[C:12](B3OC(C)(C)C(C)(C)O3)[C:13]=2[CH3:14])=[CH:5][CH:4]=1)[CH3:2].OO.C(OCC)(=[O:54])C.[OH2:58], predict the reaction product. The product is: [CH2:1]([C:3]1[CH:4]=[CH:5][C:6]([CH2:7][C:8]2[C:13]([CH3:14])=[C:12]([OH:54])[CH:11]=[C:10]([C:24]3([O:42][C@H:41]([CH2:43][O:44][C:45](=[O:47])[CH3:46])[C@@H:36]([O:37][C:38](=[O:40])[CH3:39])[C@H:31]([O:32][C:33](=[O:35])[CH3:34])[C@H:26]3[O:27][C:28](=[O:30])[CH3:29])[OH:58])[CH:9]=2)=[CH:48][CH:49]=1)[CH3:2].